Dataset: NCI-60 drug combinations with 297,098 pairs across 59 cell lines. Task: Regression. Given two drug SMILES strings and cell line genomic features, predict the synergy score measuring deviation from expected non-interaction effect. (1) Drug 1: CC1=CC2C(CCC3(C2CCC3(C(=O)C)OC(=O)C)C)C4(C1=CC(=O)CC4)C. Drug 2: CC1C(C(CC(O1)OC2CC(CC3=C2C(=C4C(=C3O)C(=O)C5=C(C4=O)C(=CC=C5)OC)O)(C(=O)CO)O)N)O.Cl. Cell line: SF-295. Synergy scores: CSS=47.4, Synergy_ZIP=4.17, Synergy_Bliss=3.50, Synergy_Loewe=-29.5, Synergy_HSA=1.71. (2) Drug 2: CN1C2=C(C=C(C=C2)N(CCCl)CCCl)N=C1CCCC(=O)O.Cl. Synergy scores: CSS=1.30, Synergy_ZIP=-0.801, Synergy_Bliss=-0.649, Synergy_Loewe=-0.489, Synergy_HSA=-0.365. Drug 1: CNC(=O)C1=NC=CC(=C1)OC2=CC=C(C=C2)NC(=O)NC3=CC(=C(C=C3)Cl)C(F)(F)F. Cell line: BT-549. (3) Drug 1: CC1C(C(=O)NC(C(=O)N2CCCC2C(=O)N(CC(=O)N(C(C(=O)O1)C(C)C)C)C)C(C)C)NC(=O)C3=C4C(=C(C=C3)C)OC5=C(C(=O)C(=C(C5=N4)C(=O)NC6C(OC(=O)C(N(C(=O)CN(C(=O)C7CCCN7C(=O)C(NC6=O)C(C)C)C)C)C(C)C)C)N)C. Drug 2: CC12CCC3C(C1CCC2OP(=O)(O)O)CCC4=C3C=CC(=C4)OC(=O)N(CCCl)CCCl.[Na+]. Cell line: NCIH23. Synergy scores: CSS=64.2, Synergy_ZIP=16.8, Synergy_Bliss=18.2, Synergy_Loewe=-64.3, Synergy_HSA=19.8. (4) Drug 1: C1=CC=C(C(=C1)C(C2=CC=C(C=C2)Cl)C(Cl)Cl)Cl. Drug 2: CC1=C(C(=O)C2=C(C1=O)N3CC4C(C3(C2COC(=O)N)OC)N4)N. Cell line: SF-268. Synergy scores: CSS=28.5, Synergy_ZIP=-8.47, Synergy_Bliss=0.340, Synergy_Loewe=-55.6, Synergy_HSA=-0.232. (5) Drug 1: CN1C(=O)N2C=NC(=C2N=N1)C(=O)N. Drug 2: COCCOC1=C(C=C2C(=C1)C(=NC=N2)NC3=CC=CC(=C3)C#C)OCCOC.Cl. Cell line: EKVX. Synergy scores: CSS=6.62, Synergy_ZIP=-4.21, Synergy_Bliss=-2.80, Synergy_Loewe=-5.01, Synergy_HSA=-2.12. (6) Drug 1: CN(CC1=CN=C2C(=N1)C(=NC(=N2)N)N)C3=CC=C(C=C3)C(=O)NC(CCC(=O)O)C(=O)O. Drug 2: CC1=C(C(=O)C2=C(C1=O)N3CC4C(C3(C2COC(=O)N)OC)N4)N. Cell line: SF-539. Synergy scores: CSS=47.6, Synergy_ZIP=-9.91, Synergy_Bliss=-12.7, Synergy_Loewe=-7.72, Synergy_HSA=-5.26. (7) Synergy scores: CSS=54.2, Synergy_ZIP=-2.50, Synergy_Bliss=-2.62, Synergy_Loewe=0.172, Synergy_HSA=1.04. Cell line: PC-3. Drug 2: CC1C(C(CC(O1)OC2CC(CC3=C2C(=C4C(=C3O)C(=O)C5=CC=CC=C5C4=O)O)(C(=O)C)O)N)O. Drug 1: CN(C(=O)NC(C=O)C(C(C(CO)O)O)O)N=O. (8) Drug 1: CC1=C2C(C(=O)C3(C(CC4C(C3C(C(C2(C)C)(CC1OC(=O)C(C(C5=CC=CC=C5)NC(=O)C6=CC=CC=C6)O)O)OC(=O)C7=CC=CC=C7)(CO4)OC(=O)C)O)C)OC(=O)C. Drug 2: CN1C2=C(C=C(C=C2)N(CCCl)CCCl)N=C1CCCC(=O)O.Cl. Cell line: SNB-75. Synergy scores: CSS=9.33, Synergy_ZIP=-2.60, Synergy_Bliss=2.44, Synergy_Loewe=2.12, Synergy_HSA=3.63. (9) Drug 1: CC1CCCC2(C(O2)CC(NC(=O)CC(C(C(=O)C(C1O)C)(C)C)O)C(=CC3=CSC(=N3)C)C)C. Drug 2: COCCOC1=C(C=C2C(=C1)C(=NC=N2)NC3=CC=CC(=C3)C#C)OCCOC.Cl. Cell line: MALME-3M. Synergy scores: CSS=60.1, Synergy_ZIP=7.79, Synergy_Bliss=13.4, Synergy_Loewe=-39.0, Synergy_HSA=-0.295.